From a dataset of Peptide-MHC class I binding affinity with 185,985 pairs from IEDB/IMGT. Regression. Given a peptide amino acid sequence and an MHC pseudo amino acid sequence, predict their binding affinity value. This is MHC class I binding data. (1) The peptide sequence is VEAGRTLRVL. The MHC is HLA-B40:01 with pseudo-sequence HLA-B40:01. The binding affinity (normalized) is 0.769. (2) The peptide sequence is VQTAAAVVF. The MHC is HLA-B58:01 with pseudo-sequence HLA-B58:01. The binding affinity (normalized) is 0.213. (3) The peptide sequence is YVPTEFWGF. The MHC is HLA-B27:05 with pseudo-sequence HLA-B27:05. The binding affinity (normalized) is 0.0847.